This data is from Reaction yield outcomes from USPTO patents with 853,638 reactions. The task is: Predict the reaction yield, written as a fraction of the theoretical maximum amount of product (1.0 means a 100% yield; for example, 0.34 means a 34% yield). (1) The reactants are [Br:1][C:2]1[CH:24]=[N:23][C:5]2[N:6]([CH3:22])[C:7](=[O:21])[N:8]([CH2:11][CH2:12][CH2:13][O:14][CH:15]3[CH2:20][CH2:19][CH2:18][CH2:17][O:16]3)[C:9](=[O:10])[C:4]=2[C:3]=1[CH:25]([C:27]1[CH:32]=[CH:31]C(Cl)=CC=1)[OH:26].[Li+].[CH3:35]C([N-]C(C)C)C.CC(C)CC=O. The catalyst is C1COCC1.C(Cl)Cl.O. The product is [Br:1][C:2]1[CH:24]=[N:23][C:5]2[N:6]([CH3:22])[C:7](=[O:21])[N:8]([CH2:11][CH2:12][CH2:13][O:14][CH:15]3[CH2:20][CH2:19][CH2:18][CH2:17][O:16]3)[C:9](=[O:10])[C:4]=2[C:3]=1[CH:25]([OH:26])[CH2:27][CH:32]([CH3:35])[CH3:31]. The yield is 0.178. (2) The product is [C:1]([O:5][C:6]([N:8]1[CH2:13][CH2:12][CH2:11][C:10](=[O:14])[CH2:9]1)=[O:7])([CH3:4])([CH3:2])[CH3:3]. The yield is 0.950. The reactants are [C:1]([O:5][C:6]([N:8]1[CH2:13][CH2:12][CH2:11][CH:10]([OH:14])[CH2:9]1)=[O:7])([CH3:4])([CH3:3])[CH3:2].CC(OI1(OC(C)=O)(OC(C)=O)OC(=O)C2C=CC=CC1=2)=O.C([O-])(O)=O.[Na+].S([O-])([O-])(=O)=S.[Na+].[Na+]. The catalyst is C(Cl)Cl. (3) The product is [CH2:1]([O:3][C:4](=[O:14])[CH2:5][C@@H:20]([N:6]([CH2:7][C:8]1[CH:13]=[CH:12][CH:11]=[CH:10][CH:9]=1)[CH2:5][C:4]([O:3][CH2:1][CH3:2])=[O:14])[CH3:21])[CH3:2]. The reactants are [CH2:1]([O:3][C:4](=[O:14])[CH2:5][NH:6][CH2:7][C:8]1[CH:13]=[CH:12][CH:11]=[CH:10][CH:9]=1)[CH3:2].C(N([CH2:20][CH3:21])CC)C. The catalyst is CCO. The yield is 0.430.